Dataset: Forward reaction prediction with 1.9M reactions from USPTO patents (1976-2016). Task: Predict the product of the given reaction. Given the reactants [OH:1][CH:2]([CH:5]1[C:9]2([CH2:14][CH2:13][N:12]([C:15]([O:17][C:18]([CH3:21])([CH3:20])[CH3:19])=[O:16])[CH2:11][CH2:10]2)[CH2:8][CH2:7][CH:6]1[OH:22])[CH2:3][CH3:4].CC(C)=O.OS(O)(=O)=O.O=[Cr](=O)=O, predict the reaction product. The product is: [O:1]=[C:2]([CH:5]1[C:9]2([CH2:14][CH2:13][N:12]([C:15]([O:17][C:18]([CH3:21])([CH3:20])[CH3:19])=[O:16])[CH2:11][CH2:10]2)[CH2:8][CH2:7][C:6]1=[O:22])[CH2:3][CH3:4].